From a dataset of NCI-60 drug combinations with 297,098 pairs across 59 cell lines. Regression. Given two drug SMILES strings and cell line genomic features, predict the synergy score measuring deviation from expected non-interaction effect. Drug 1: CC(C)(C#N)C1=CC(=CC(=C1)CN2C=NC=N2)C(C)(C)C#N. Drug 2: CCN(CC)CCCC(C)NC1=C2C=C(C=CC2=NC3=C1C=CC(=C3)Cl)OC. Cell line: MDA-MB-231. Synergy scores: CSS=6.38, Synergy_ZIP=-4.10, Synergy_Bliss=3.15, Synergy_Loewe=-3.90, Synergy_HSA=-3.15.